Dataset: Full USPTO retrosynthesis dataset with 1.9M reactions from patents (1976-2016). Task: Predict the reactants needed to synthesize the given product. (1) Given the product [Br:1][C:2]1[CH:7]=[CH:6][N:5]2[CH:8]=[C:9]([CH2:11][NH:12][S:21]([CH3:20])(=[O:23])=[O:22])[N:10]=[C:4]2[CH:3]=1, predict the reactants needed to synthesize it. The reactants are: [Br:1][C:2]1[CH:7]=[CH:6][N:5]2[CH:8]=[C:9]([CH2:11][NH2:12])[N:10]=[C:4]2[CH:3]=1.C(N(CC)CC)C.[CH3:20][S:21](Cl)(=[O:23])=[O:22]. (2) Given the product [F:1][C@@H:2]1[C@@H:7]2[O:8][CH:9]([C:12]3[CH:17]=[CH:16][CH:15]=[CH:14][CH:13]=3)[O:10][CH2:11][C@H:6]2[O:5][CH2:4][C@@H:3]1[O:18][S:30]([C:29]([F:42])([F:41])[F:28])(=[O:32])=[O:31], predict the reactants needed to synthesize it. The reactants are: [F:1][C@@H:2]1[C@@H:7]2[O:8][CH:9]([C:12]3[CH:17]=[CH:16][CH:15]=[CH:14][CH:13]=3)[O:10][CH2:11][C@H:6]2[O:5][CH2:4][C@@H:3]1[OH:18].CCN(C(C)C)C(C)C.[F:28][C:29]([F:42])([F:41])[S:30](O[S:30]([C:29]([F:42])([F:41])[F:28])(=[O:32])=[O:31])(=[O:32])=[O:31]. (3) Given the product [C:1]([C:3]1[CH:4]=[C:5]([N:9]([CH2:20][C:19]2[CH:22]=[CH:23][C:16]([O:15][CH3:14])=[CH:17][CH:18]=2)[C:10](=[O:13])[CH2:11][CH3:12])[CH:6]=[CH:7][CH:8]=1)#[N:2], predict the reactants needed to synthesize it. The reactants are: [C:1]([C:3]1[CH:4]=[C:5]([NH:9][C:10](=[O:13])[CH2:11][CH3:12])[CH:6]=[CH:7][CH:8]=1)#[N:2].[CH3:14][O:15][C:16]1[CH:23]=[CH:22][C:19]([CH2:20]Br)=[CH:18][CH:17]=1. (4) Given the product [Br:1][C:2]1[CH:12]=[C:11]([F:13])[C:10]([N+:14]([O-:16])=[O:15])=[CH:9][C:3]=1[OH:4], predict the reactants needed to synthesize it. The reactants are: [Br:1][C:2]1[CH:12]=[C:11]([F:13])[C:10]([N+:14]([O-:16])=[O:15])=[CH:9][C:3]=1[O:4]C(OC)=O.[OH-].[Na+]. (5) Given the product [CH3:10][O:9][C:8]1[CH:7]=[C:6]2[C:5](=[CH:4][C:3]=1[O:2][CH3:1])[C:11]([CH2:12][O:14][CH3:15])=[N:16][C:20]([OH:19])=[CH:21]2, predict the reactants needed to synthesize it. The reactants are: [CH3:1][O:2][C:3]1[CH:4]=[C:5]([CH2:11][C:12]([O:14][CH3:15])=O)[CH:6]=[CH:7][C:8]=1[O:9][CH3:10].[NH4+:16].[OH-].C[O:19][CH2:20][C:21](OC(=O)COC)=O.